This data is from Peptide-MHC class I binding affinity with 185,985 pairs from IEDB/IMGT. The task is: Regression. Given a peptide amino acid sequence and an MHC pseudo amino acid sequence, predict their binding affinity value. This is MHC class I binding data. (1) The peptide sequence is VADLSARNK. The MHC is HLA-A31:01 with pseudo-sequence HLA-A31:01. The binding affinity (normalized) is 0.259. (2) The peptide sequence is KLLYAAEMV. The MHC is HLA-A02:02 with pseudo-sequence HLA-A02:02. The binding affinity (normalized) is 0.625. (3) The peptide sequence is FLWLLWPVTL. The MHC is HLA-A02:01 with pseudo-sequence HLA-A02:01. The binding affinity (normalized) is 1.00. (4) The peptide sequence is GLVDEQQEV. The MHC is HLA-A02:01 with pseudo-sequence HLA-A02:01. The binding affinity (normalized) is 0.580. (5) The peptide sequence is RLCAYCCNI. The MHC is HLA-A02:01 with pseudo-sequence HLA-A02:01. The binding affinity (normalized) is 0.652. (6) The peptide sequence is LPYPDPSRI. The MHC is HLA-B07:02 with pseudo-sequence HLA-B07:02. The binding affinity (normalized) is 0.320. (7) The peptide sequence is YRRVNGKWM. The MHC is Mamu-B17 with pseudo-sequence Mamu-B17. The binding affinity (normalized) is 0.0226. (8) The peptide sequence is IQRRTLDLL. The MHC is H-2-Db with pseudo-sequence H-2-Db. The binding affinity (normalized) is 0.128.